Dataset: Reaction yield outcomes from USPTO patents with 853,638 reactions. Task: Predict the reaction yield, written as a fraction of the theoretical maximum amount of product (1.0 means a 100% yield; for example, 0.34 means a 34% yield). (1) The reactants are Br[C:2]1[CH:3]=[CH:4][C:5]([N+:8]([O-:10])=[O:9])=[N:6][CH:7]=1.[C:11]([N:18]1[CH2:23][CH2:22][NH:21][C:20](=[O:24])[CH2:19]1)([O:13][C:14]([CH3:17])([CH3:16])[CH3:15])=[O:12].C(=O)([O-])[O-].[Cs+].[Cs+]. The catalyst is O1CCOCC1.C([O-])(=O)C.[Pd+2].C([O-])(=O)C.CC1(C)C2C(=C(P(C3C=CC=CC=3)C3C=CC=CC=3)C=CC=2)OC2C(P(C3C=CC=CC=3)C3C=CC=CC=3)=CC=CC1=2. The product is [C:14]([O:13][C:11]([N:18]1[CH2:23][CH2:22][N:21]([C:2]2[CH:7]=[N:6][C:5]([N+:8]([O-:10])=[O:9])=[CH:4][CH:3]=2)[C:20](=[O:24])[CH2:19]1)=[O:12])([CH3:17])([CH3:15])[CH3:16]. The yield is 0.770. (2) The reactants are [H-].[Na+].[NH2:3][C:4]([NH2:6])=[S:5].[C:7](O[C:7]([O:9][C:10]([CH3:13])([CH3:12])[CH3:11])=[O:8])([O:9][C:10]([CH3:13])([CH3:12])[CH3:11])=[O:8]. The catalyst is O1CCCC1. The product is [C:10]([O:9][C:7]([NH:3][C:4]([NH:6][C:7]([O:9][C:10]([CH3:13])([CH3:12])[CH3:11])=[O:8])=[S:5])=[O:8])([CH3:13])([CH3:12])[CH3:11]. The yield is 0.600. (3) The reactants are [CH2:1]([O:3][C:4](=[O:17])[CH:5]([C:7]1[CH:12]=[CH:11][C:10]([CH2:13][CH:14]([CH3:16])[CH3:15])=[CH:9][CH:8]=1)[CH3:6])[CH3:2].[Li+].CC([N-]C(C)C)C.[Br:26][CH2:27][CH2:28][CH2:29][CH2:30]Br.O. The catalyst is C1COCC1. The product is [CH2:1]([O:3][C:4](=[O:17])[C:5]([C:7]1[CH:8]=[CH:9][C:10]([CH2:13][CH:14]([CH3:16])[CH3:15])=[CH:11][CH:12]=1)([CH3:6])[CH2:30][CH2:29][CH2:28][CH2:27][Br:26])[CH3:2]. The yield is 0.880. (4) The catalyst is O. The reactants are [C:1]([C@@H:3]([NH:8][C:9]([C@@H:11]1[CH2:16][CH2:15][CH2:14][CH2:13][C@@H:12]1[NH:17][C:18]([C:20]1[N:21]([CH2:29][CH2:30][CH2:31]Cl)[C:22]2[C:27]([CH:28]=1)=[CH:26][CH:25]=[CH:24][CH:23]=2)=[O:19])=[O:10])[CH2:4][CH:5]([CH3:7])[CH3:6])#[N:2].[I-].[Na+].C(#N)C.[NH:38]1[CH2:43][CH2:42][CH2:41][CH2:40][CH2:39]1. The product is [C:1]([C@@H:3]([NH:8][C:9]([C@@H:11]1[CH2:16][CH2:15][CH2:14][CH2:13][C@@H:12]1[NH:17][C:18]([C:20]1[N:21]([CH2:29][CH2:30][CH2:31][N:38]2[CH2:43][CH2:42][CH2:41][CH2:40][CH2:39]2)[C:22]2[C:27]([CH:28]=1)=[CH:26][CH:25]=[CH:24][CH:23]=2)=[O:19])=[O:10])[CH2:4][CH:5]([CH3:7])[CH3:6])#[N:2]. The yield is 0.680. (5) The reactants are [CH2:1]([N:8]1[CH2:14][C:13]2[N:15]=[CH:16][C:17]([N:19]([CH3:23])[CH:20]([CH3:22])[CH3:21])=[N:18][C:12]=2[O:11][CH2:10][CH2:9]1)[C:2]1[CH:7]=[CH:6][CH:5]=[CH:4][CH:3]=1.[Cl:24]N1C(=O)CCC1=O.C(#N)C. The catalyst is O. The product is [CH2:1]([N:8]1[CH2:14][C:13]2[N:15]=[C:16]([Cl:24])[C:17]([N:19]([CH3:23])[CH:20]([CH3:21])[CH3:22])=[N:18][C:12]=2[O:11][CH2:10][CH2:9]1)[C:2]1[CH:3]=[CH:4][CH:5]=[CH:6][CH:7]=1. The yield is 0.790. (6) The reactants are [NH2:1][C:2]1[CH:37]=[CH:36][C:5]([O:6][CH2:7][C:8]([CH2:27][O:28][C:29]2[CH:34]=[CH:33][C:32]([NH2:35])=[CH:31][CH:30]=2)([CH2:18][O:19][C:20]2[CH:25]=[CH:24][C:23]([NH2:26])=[CH:22][CH:21]=2)[CH2:9][O:10][C:11]2[CH:16]=[CH:15][C:14]([NH2:17])=[CH:13][CH:12]=2)=[CH:4][CH:3]=1.O1CCCC1.[N:43]1[C:50](Cl)=[N:49][C:47]([Cl:48])=[N:46][C:44]=1[Cl:45].C([O-])([O-])=O.[Na+].[Na+]. The catalyst is CC(C)=O.O. The product is [Cl:48][C:47]1[N:46]=[C:44]([Cl:45])[N:43]=[C:50]([NH:35][C:32]2[CH:31]=[CH:30][C:29]([O:28][CH2:27][C:8]([CH2:9][O:10][C:11]3[CH:12]=[CH:13][C:14]([NH:17][C:50]4[N:49]=[C:47]([Cl:48])[N:46]=[C:44]([Cl:45])[N:43]=4)=[CH:15][CH:16]=3)([CH2:18][O:19][C:20]3[CH:25]=[CH:24][C:23]([NH:26][C:50]4[N:49]=[C:47]([Cl:48])[N:46]=[C:44]([Cl:45])[N:43]=4)=[CH:22][CH:21]=3)[CH2:7][O:6][C:5]3[CH:4]=[CH:3][C:2]([NH:1][C:50]4[N:49]=[C:47]([Cl:48])[N:46]=[C:44]([Cl:45])[N:43]=4)=[CH:37][CH:36]=3)=[CH:34][CH:33]=2)[N:49]=1. The yield is 0.840. (7) The reactants are I[C:2]1[CH:3]=[C:4]2[C:8](=[CH:9][CH:10]=1)[NH:7][CH:6]=[CH:5]2.[CH3:11][O:12][C:13]1[CH:18]=[CH:17][C:16]([SH:19])=[CH:15][CH:14]=1.C([O-])([O-])=O.[K+].[K+].C(O)CO. The catalyst is [Cu]I.CC(O)C. The product is [CH3:11][O:12][C:13]1[CH:18]=[CH:17][C:16]([S:19][C:2]2[CH:3]=[C:4]3[C:8](=[CH:9][CH:10]=2)[NH:7][CH:6]=[CH:5]3)=[CH:15][CH:14]=1. The yield is 0.900.